Task: Predict the product of the given reaction.. Dataset: Forward reaction prediction with 1.9M reactions from USPTO patents (1976-2016) (1) Given the reactants Cl.Cl.[NH2:3][CH:4]1[CH2:9]CN(CC2(F)C3=C(F)C=NC4C=CC(=O)N(C=43)C2)C[CH2:5]1.[NH2:26][CH:27]1[CH2:32][CH2:31][N:30]([CH2:33][C:34]2([OH:48])[C:44]3=[C:45]4[C:40](=[CH:41][CH:42]=[C:43]3[F:46])[CH:39]=[CH:38][C:37](=[O:47])[N:36]4[CH2:35]2)[CH2:29][CH2:28]1, predict the reaction product. The product is: [CH:4]([NH2:3])([CH3:9])[CH3:5].[NH2:26][CH:27]1[CH2:28][CH2:29][N:30]([CH2:33][C:34]2([OH:48])[C:44]3=[C:45]4[C:40](=[CH:41][CH:42]=[C:43]3[F:46])[CH:39]=[CH:38][C:37](=[O:47])[N:36]4[CH2:35]2)[CH2:31][CH2:32]1. (2) Given the reactants Br[C:2]1[N:3]=[C:4]([C:9]2[N:10]([CH2:18][CH3:19])[C:11]3[CH:16]=[CH:15][N:14]=[CH:13][C:12]=3[N:17]=2)[C:5]([NH2:8])=[N:6][CH:7]=1.[C:20]([C:22]1[CH:28]=[CH:27][C:25]([NH2:26])=[CH:24][CH:23]=1)#[CH:21], predict the reaction product. The product is: [NH2:26][C:25]1[CH:27]=[CH:28][C:22]([C:20]#[C:21][C:2]2[N:3]=[C:4]([C:9]3[N:10]([CH2:18][CH3:19])[C:11]4[CH:16]=[CH:15][N:14]=[CH:13][C:12]=4[N:17]=3)[C:5]([NH2:8])=[N:6][CH:7]=2)=[CH:23][CH:24]=1. (3) Given the reactants [C:1](S)([CH3:4])([CH3:3])[CH3:2].[H-].[Na+].Cl[C:9]1[CH:14]=[CH:13][CH:12]=[C:11]([C:15]#[N:16])[N:10]=1, predict the reaction product. The product is: [C:15]([C:11]1[CH:12]=[CH:13][CH:14]=[C:9]([C:1]([CH3:4])([CH3:3])[CH3:2])[N:10]=1)#[N:16]. (4) Given the reactants [NH:1]1[CH:5]=[CH:4][N:3]=[C:2]1[NH:6][C:7]([C:9]1[C:17]2[N:16]=[C:15]([NH:18][C:19]([C:21]3[CH:22]=[C:23]4[C:28](=[CH:29][CH:30]=3)[CH2:27][NH:26][CH2:25][CH2:24]4)=[O:20])[NH:14][C:13]=2[CH:12]=[CH:11][CH:10]=1)=[O:8].CCN(C(C)C)C(C)C.Cl[C:41]([O:43][CH3:44])=[O:42].[Li+].[OH-], predict the reaction product. The product is: [CH3:44][O:43][C:41]([N:26]1[CH2:25][CH2:24][C:23]2[C:28](=[CH:29][CH:30]=[C:21]([C:19](=[O:20])[NH:18][C:15]3[NH:14][C:13]4[CH:12]=[CH:11][CH:10]=[C:9]([C:7](=[O:8])[NH:6][C:2]5[NH:1][CH:5]=[CH:4][N:3]=5)[C:17]=4[N:16]=3)[CH:22]=2)[CH2:27]1)=[O:42]. (5) Given the reactants C(OC(=O)[NH:7][C:8]1[S:9][C:10]([C:15]2[CH:16]=[N:17][CH:18]=[CH:19][CH:20]=2)=[CH:11][C:12]=1[C:13]#[N:14])(C)(C)C.O1CCOCC1, predict the reaction product. The product is: [NH2:7][C:8]1[S:9][C:10]([C:15]2[CH:16]=[N:17][CH:18]=[CH:19][CH:20]=2)=[CH:11][C:12]=1[C:13]#[N:14].